Dataset: Reaction yield outcomes from USPTO patents with 853,638 reactions. Task: Predict the reaction yield, written as a fraction of the theoretical maximum amount of product (1.0 means a 100% yield; for example, 0.34 means a 34% yield). (1) The reactants are [CH2:1]1[CH:5]2[CH2:6][NH:7][CH2:8][CH:4]2[CH2:3][N:2]1[C:9]([O:11][C:12]([CH3:15])([CH3:14])[CH3:13])=[O:10].I[C:17]1[CH:18]=[CH:19][CH:20]=[C:21]2[C:26]=1[N:25]=[CH:24][C:23]([S:27]([C:30]1[CH:35]=[CH:34][CH:33]=[C:32]([O:36][C:37]([F:40])([F:39])[F:38])[CH:31]=1)(=[O:29])=[O:28])=[CH:22]2. No catalyst specified. The product is [F:40][C:37]([F:38])([F:39])[O:36][C:32]1[CH:31]=[C:30]([S:27]([C:23]2[CH:24]=[N:25][C:26]3[C:21]([CH:22]=2)=[CH:20][CH:19]=[CH:18][C:17]=3[N:7]2[CH2:6][CH:5]3[CH2:1][N:2]([C:9]([O:11][C:12]([CH3:15])([CH3:14])[CH3:13])=[O:10])[CH2:3][CH:4]3[CH2:8]2)(=[O:28])=[O:29])[CH:35]=[CH:34][CH:33]=1. The yield is 0.790. (2) The reactants are [CH2:1]([CH:4]1[CH2:8][NH:7][C:6](=[O:9])[CH2:5]1)[CH2:2][CH3:3].[Cl:10][C:11]1[CH:16]=[CH:15][C:14]([CH2:17]Cl)=[CH:13][N:12]=1.[H-].[Na+]. The catalyst is C(#N)C. The product is [Cl:10][C:11]1[N:12]=[CH:13][C:14]([CH2:17][N:7]2[CH2:8][CH:4]([CH2:1][CH2:2][CH3:3])[CH2:5][C:6]2=[O:9])=[CH:15][CH:16]=1. The yield is 0.800. (3) The reactants are [Cl:1][C:2]1[CH:7]=[CH:6][C:5]([OH:8])=[CH:4][CH:3]=1.[Cl:9][CH2:10][C:11](Cl)=[O:12].[Cl-].[Al+3].[Cl-].[Cl-]. No catalyst specified. The product is [Cl:9][CH2:10][C:11]([C:6]1[CH:7]=[C:2]([Cl:1])[CH:3]=[CH:4][C:5]=1[OH:8])=[O:12]. The yield is 0.630. (4) The reactants are [Br:1][C:2]1[C:10]2[C:5](=[CH:6][C:7]([N+:12]([O-:14])=[O:13])=[C:8]([CH3:11])[CH:9]=2)[N:4]([C:15]([C:28]2[CH:33]=[CH:32][CH:31]=[CH:30][CH:29]=2)([C:22]2[CH:27]=[CH:26][CH:25]=[CH:24][CH:23]=2)[C:16]2[CH:21]=[CH:20][CH:19]=[CH:18][CH:17]=2)[N:3]=1.C1C(=O)N(Br)C(=O)C1.CC(N=NC(C#N)(C)C)(C#N)C.[F:54][C:55]1[CH:60]=[CH:59][C:58]([CH2:61][NH2:62])=[CH:57][CH:56]=1. The catalyst is C(Cl)(Cl)(Cl)Cl.CN(C=O)C. The product is [Br:1][C:2]1[C:10]2[C:5](=[CH:6][C:7]([N+:12]([O-:14])=[O:13])=[C:8]([CH2:11][NH:62][CH2:61][C:58]3[CH:59]=[CH:60][C:55]([F:54])=[CH:56][CH:57]=3)[CH:9]=2)[N:4]([C:15]([C:28]2[CH:33]=[CH:32][CH:31]=[CH:30][CH:29]=2)([C:22]2[CH:23]=[CH:24][CH:25]=[CH:26][CH:27]=2)[C:16]2[CH:21]=[CH:20][CH:19]=[CH:18][CH:17]=2)[N:3]=1. The yield is 0.450.